Binary Classification. Given a drug SMILES string, predict its activity (active/inactive) in a high-throughput screening assay against a specified biological target. From a dataset of M1 muscarinic receptor antagonist screen with 61,756 compounds. The drug is Brc1ccc(c2oc(=O)ccc2)cc1. The result is 0 (inactive).